This data is from Forward reaction prediction with 1.9M reactions from USPTO patents (1976-2016). The task is: Predict the product of the given reaction. (1) Given the reactants [CH:1]1([C:7]2[C:8]3[CH:9]=[CH:10][C:11]([C:39](O)=[O:40])=[CH:12][C:13]=3[N:14]3[CH2:20][C:19]([C:21]([N:23]4[CH2:28][CH2:27][CH:26]([N:29]5[CH2:34][CH2:33][O:32][CH2:31][CH2:30]5)[CH2:25][CH2:24]4)=[O:22])=[CH:18][C:17]4[CH:35]=[CH:36][CH:37]=[CH:38][C:16]=4[C:15]=23)[CH2:6][CH2:5][CH2:4][CH2:3][CH2:2]1.C(N(CC)C(C)C)(C)C.Cl.CN(C)CCCN=C=NCC.ON1C2C=CC=CC=2N=N1.[CH2:73]([NH2:79])[C@H:74]1[O:78][CH2:77][CH2:76][CH2:75]1, predict the reaction product. The product is: [CH:1]1([C:7]2[C:8]3[CH:9]=[CH:10][C:11]([C:39]([NH:79][CH2:73][C@H:74]4[CH2:75][CH2:76][CH2:77][O:78]4)=[O:40])=[CH:12][C:13]=3[N:14]3[CH2:20][C:19]([C:21]([N:23]4[CH2:24][CH2:25][CH:26]([N:29]5[CH2:30][CH2:31][O:32][CH2:33][CH2:34]5)[CH2:27][CH2:28]4)=[O:22])=[CH:18][C:17]4[CH:35]=[CH:36][CH:37]=[CH:38][C:16]=4[C:15]=23)[CH2:6][CH2:5][CH2:4][CH2:3][CH2:2]1. (2) Given the reactants C([N:8]([CH2:25][CH:26]1[CH2:31][CH2:30][N:29]([CH2:32][C:33]([F:36])([CH3:35])[CH3:34])[CH2:28][CH2:27]1)[C:9]1[CH:14]=[CH:13][C:12]([C:15]2[CH:20]=[CH:19][C:18]([C:21]([O:23][CH3:24])=[O:22])=[CH:17][CH:16]=2)=[CH:11][CH:10]=1)C1C=CC=CC=1, predict the reaction product. The product is: [F:36][C:33]([CH3:35])([CH3:34])[CH2:32][N:29]1[CH2:30][CH2:31][CH:26]([CH2:25][NH:8][C:9]2[CH:14]=[CH:13][C:12]([C:15]3[CH:16]=[CH:17][C:18]([C:21]([O:23][CH3:24])=[O:22])=[CH:19][CH:20]=3)=[CH:11][CH:10]=2)[CH2:27][CH2:28]1. (3) Given the reactants Br[CH2:2][C@@H:3]([CH3:6])[CH2:4][OH:5].[Br:7][C:8]1[C:13]([CH3:14])=[CH:12][C:11]([OH:15])=[CH:10][C:9]=1[CH3:16].C(=O)([O-])[O-].[K+].[K+].O, predict the reaction product. The product is: [Br:7][C:8]1[C:13]([CH3:14])=[CH:12][C:11]([O:15][CH2:2][C@@H:3]([CH3:6])[CH2:4][OH:5])=[CH:10][C:9]=1[CH3:16]. (4) Given the reactants C1(P([N:15]=[N+:16]=[N-:17])(C2C=CC=CC=2)=O)C=CC=CC=1.N12CCCN=C1CCCCC2.[CH:29]1([C:32]2[N:37]=[CH:36][C:35]([CH2:38]O)=[CH:34][CH:33]=2)[CH2:31][CH2:30]1, predict the reaction product. The product is: [CH:29]1([C:32]2[N:37]=[CH:36][C:35]([CH2:38][N:15]=[N+:16]=[N-:17])=[CH:34][CH:33]=2)[CH2:31][CH2:30]1. (5) Given the reactants [CH3:1][O:2][C:3]([C:5]1[CH:10]=[N:9][C:8]([CH2:11]C=O)=[CH:7][N:6]=1)=[O:4].O.C1(C)C=CC(S(O)(=O)=O)=CC=1.[CH:26]([O:31][CH3:32])([O:29][CH3:30])OC, predict the reaction product. The product is: [CH3:1][O:2][C:3]([C:5]1[CH:10]=[N:9][C:8]([CH2:11][CH:26]([O:29][CH3:30])[O:31][CH3:32])=[CH:7][N:6]=1)=[O:4]. (6) Given the reactants C[O-].[Na+].[Br:4][C:5]1[CH:12]=[CH:11][C:8]([C:9]#[N:10])=[CH:7][CH:6]=1.[Cl-:13].[NH4+:14], predict the reaction product. The product is: [ClH:13].[Br:4][C:5]1[CH:12]=[CH:11][C:8]([C:9](=[NH:14])[NH2:10])=[CH:7][CH:6]=1. (7) Given the reactants Br[C:2]1[C:3]2[N:4]([N:8]=[C:9]([Cl:11])[N:10]=2)[CH:5]=[CH:6][CH:7]=1.[C:12]([O:16][C:17]([N:19]1[CH2:23][CH2:22][CH:21]([CH2:24][NH2:25])[CH2:20]1)=[O:18])([CH3:15])([CH3:14])[CH3:13], predict the reaction product. The product is: [C:12]([O:16][C:17]([N:19]1[CH2:23][CH2:22][CH:21]([CH2:24][NH:25][C:2]2[C:3]3[N:4]([N:8]=[C:9]([Cl:11])[N:10]=3)[CH:5]=[CH:6][CH:7]=2)[CH2:20]1)=[O:18])([CH3:15])([CH3:14])[CH3:13]. (8) Given the reactants Cl.[NH2:2][CH2:3][C:4]([O:6][CH3:7])=[O:5].C(N(CC)CC)C.[C:15]1([C:20](Cl)=[O:21])[S:19][CH:18]=[CH:17][CH:16]=1, predict the reaction product. The product is: [C:15]1([C:20]([NH:2][CH2:3][C:4]([O:6][CH3:7])=[O:5])=[O:21])[S:19][CH:18]=[CH:17][CH:16]=1.